This data is from Reaction yield outcomes from USPTO patents with 853,638 reactions. The task is: Predict the reaction yield, written as a fraction of the theoretical maximum amount of product (1.0 means a 100% yield; for example, 0.34 means a 34% yield). (1) The reactants are Cl[C:2]1[N:7]=[C:6]([C:8]2[S:12][C:11]([N:13]([CH3:15])[CH3:14])=[N:10][C:9]=2[C:16]2[CH:17]=[C:18]([NH:22][S:23]([C:26]3[C:31]([F:32])=[CH:30][CH:29]=[CH:28][C:27]=3[F:33])(=[O:25])=[O:24])[CH:19]=[CH:20][CH:21]=2)[CH:5]=[CH:4][N:3]=1.[NH4+:34].[OH-]. No catalyst specified. The product is [NH2:34][C:2]1[N:7]=[C:6]([C:8]2[S:12][C:11]([N:13]([CH3:15])[CH3:14])=[N:10][C:9]=2[C:16]2[CH:17]=[C:18]([NH:22][S:23]([C:26]3[C:31]([F:32])=[CH:30][CH:29]=[CH:28][C:27]=3[F:33])(=[O:25])=[O:24])[CH:19]=[CH:20][CH:21]=2)[CH:5]=[CH:4][N:3]=1. The yield is 0.310. (2) The reactants are Cl.[N:2]1([C:8]2[C:12]3[CH:13]=[CH:14][CH:15]=[CH:16][C:11]=3[S:10][N:9]=2)[CH2:7][CH2:6][NH:5][CH2:4][CH2:3]1.S(C1C=CC(C)=CC=1)(O[CH2:21][CH2:22][C:23]1[CH:28]=[CH:27][CH:26]=[C:25]([CH3:29])[C:24]=1[N+:30]([O-:32])=[O:31])(=O)=O. No catalyst specified. The product is [CH3:29][C:25]1[C:24]([N+:30]([O-:32])=[O:31])=[C:23]([CH2:22][CH2:21][N:5]2[CH2:6][CH2:7][N:2]([C:8]3[C:12]4[CH:13]=[CH:14][CH:15]=[CH:16][C:11]=4[S:10][N:9]=3)[CH2:3][CH2:4]2)[CH:28]=[CH:27][CH:26]=1. The yield is 0.110. (3) The reactants are [NH2:1][C:2]1[C:11]([Cl:12])=[CH:10][C:5]([C:6]([O:8][CH3:9])=[O:7])=[CH:4][C:3]=1[N+:13]([O-])=O.S(S([O-])=O)([O-])=O.[Na+].[Na+].C(=O)(O)[O-].[Na+]. The catalyst is C(O)C.O.O1CCCC1. The product is [NH2:13][C:3]1[CH:4]=[C:5]([CH:10]=[C:11]([Cl:12])[C:2]=1[NH2:1])[C:6]([O:8][CH3:9])=[O:7]. The yield is 0.260. (4) The catalyst is C1COCC1.O. The yield is 0.365. The product is [CH3:14][O:10][CH2:9][C@@H:6]1[CH2:5][O:4][C@@H:3]([CH:1]=[CH2:2])[CH2:8][O:7]1. The reactants are [CH:1]([C@H:3]1[CH2:8][O:7][C@H:6]([CH2:9][OH:10])[CH2:5][O:4]1)=[CH2:2].[H-].[Na+].I[CH3:14]. (5) The reactants are [H-].[Na+].[C:3]1(=O)[C:12]2[C:7](=[CH:8][CH:9]=[CH:10][CH:11]=2)[CH2:6][CH2:5]C1.CI.C([O:19][CH2:20][CH3:21])(=O)C.[CH3:22]CCCCC. The catalyst is C1COCC1. The product is [CH3:22][C:6]1([CH3:5])[CH2:7][CH2:8][C:9]2[C:21](=[CH:3][CH:12]=[CH:11][CH:10]=2)[C:20]1=[O:19]. The yield is 0.830.